From a dataset of Catalyst prediction with 721,799 reactions and 888 catalyst types from USPTO. Predict which catalyst facilitates the given reaction. (1) Reactant: C([O:3][CH2:4][CH2:5][O:6][NH:7][C:8]([C:10]1[N:18]([CH:19]2[CH2:21][CH2:20]2)[C:17]2[CH:16]=[CH:15][N:14]=[CH:13][C:12]=2[C:11]=1[NH:22][C:23]1[CH:28]=[CH:27][C:26]([I:29])=[CH:25][C:24]=1[F:30])=[O:9])=C.Cl.O1CCOCC1. Product: [OH:3][CH2:4][CH2:5][O:6][NH:7][C:8]([C:10]1[N:18]([CH:19]2[CH2:21][CH2:20]2)[C:17]2[CH:16]=[CH:15][N:14]=[CH:13][C:12]=2[C:11]=1[NH:22][C:23]1[CH:28]=[CH:27][C:26]([I:29])=[CH:25][C:24]=1[F:30])=[O:9]. The catalyst class is: 92. (2) Reactant: [Cl:1][C:2]1[CH:7]=[C:6]([C:8]([C:10]2[CH:19]=[C:18]([CH3:20])[C:13]3[NH:14][C:15](=[O:17])[O:16][C:12]=3[CH:11]=2)=[O:9])[CH:5]=[C:4]([Cl:21])[N:3]=1.[H-].[Na+].I[CH3:25]. Product: [Cl:21][C:4]1[CH:5]=[C:6]([C:8]([C:10]2[CH:19]=[C:18]([CH3:20])[C:13]3[N:14]([CH3:25])[C:15](=[O:17])[O:16][C:12]=3[CH:11]=2)=[O:9])[CH:7]=[C:2]([Cl:1])[N:3]=1. The catalyst class is: 3. (3) Reactant: [Cl:1][C:2]1[NH:3][CH:4]=[C:5]([N+:7]([O-:9])=[O:8])[N:6]=1.[O:10]1[C:12]2([CH2:17][CH2:16][N:15]([C:18](=[O:33])[CH2:19][N:20]3[CH2:25][CH2:24][N:23]([C:26]([O:28][C:29]([CH3:32])([CH3:31])[CH3:30])=[O:27])[CH2:22][CH2:21]3)[CH2:14][CH2:13]2)[CH2:11]1.C(=O)([O-])O.[Na+]. Product: [Cl:1][C:2]1[N:3]([CH2:11][C:12]2([OH:10])[CH2:13][CH2:14][N:15]([C:18](=[O:33])[CH2:19][N:20]3[CH2:25][CH2:24][N:23]([C:26]([O:28][C:29]([CH3:31])([CH3:30])[CH3:32])=[O:27])[CH2:22][CH2:21]3)[CH2:16][CH2:17]2)[CH:4]=[C:5]([N+:7]([O-:9])=[O:8])[N:6]=1. The catalyst class is: 8.